Dataset: Reaction yield outcomes from USPTO patents with 853,638 reactions. Task: Predict the reaction yield, written as a fraction of the theoretical maximum amount of product (1.0 means a 100% yield; for example, 0.34 means a 34% yield). The yield is 0.490. The catalyst is CO. The reactants are [C:1]1([C:9]2[CH:14]=[CH:13][C:12]([NH2:15])=[C:11]([NH2:16])[CH:10]=2)[CH:6]=[CH:5][C:4]([NH2:7])=[C:3]([NH2:8])[CH:2]=1.[NH2:17][C:18]1[CH:26]=[CH:25][C:21]([C:22](O)=O)=[CH:20][CH:19]=1.O. The product is [NH:15]1[C:12]2[CH:13]=[CH:14][C:9]([C:1]3[CH:6]=[CH:5][C:4]4[N:7]=[C:22]([C:21]5[CH:25]=[CH:26][C:18]([NH2:17])=[CH:19][CH:20]=5)[NH:8][C:3]=4[CH:2]=3)=[CH:10][C:11]=2[N:16]=[C:9]1[C:1]1[CH:6]=[CH:5][C:4]([NH2:7])=[CH:3][CH:2]=1.